This data is from Experimentally validated miRNA-target interactions with 360,000+ pairs, plus equal number of negative samples. The task is: Binary Classification. Given a miRNA mature sequence and a target amino acid sequence, predict their likelihood of interaction. (1) The miRNA is hsa-miR-3672 with sequence AUGAGACUCAUGUAAAACAUCUU. The protein sequence of the target gene is MAGFLDNFRWPECECIDWSERRNTVASVVAGILFFTGWWIMIDAAVVYPKPEQLNHAFHTCGVFSTLAFFMINAVSNAQVRGDSYESGCLGRTGARVWLFIGFMLMFGSLIASMWILFGAYVTQNIDVYPGLAVFFQNALIFFSTLIYKFGRTEELWA. Result: 0 (no interaction). (2) The miRNA is hsa-miR-6750-3p with sequence GAACUCACCCUCUGCUCCCAG. The protein sequence of the target gene is MLGFVGRVAAAPASGALRRLTPSASLPPAQLLLRAAPTAVHPVRDYAAQTSPSPKAGAATGRIVAVIGAVVDVQFDEGLPPILNALEVQGRETRLVLEVAQHLGESTVRTIAMDGTEGLVRGQKVLDSGAPIKIPVGPETLGRIMNVIGEPIDERGPIKTKQFAPIHAEAPEFMEMSVEQEILVTGIKVVDLLAPYAKGGKIGLFGGAGVGKTVLIMELINNVAKAHGGYSVFAGVGERTREGNDLYHEMIESGVINLKDATSKVALVYGQMNEPPGARARVALTGLTVAEYFRDQEGQD.... Result: 0 (no interaction). (3) The miRNA is hsa-miR-6748-5p with sequence UGUGGGUGGGAAGGACUGGAUU. The protein sequence of the target gene is MELGCWTQLGLTFLQLLLISSLPREYTVINEACPGAEWNIMCRECCEYDQIECVCPGKREVVGYTIPCCRNEENECDSCLIHPGCTIFENCKSCRNGSWGGTLDDFYVKGFYCAECRAGWYGGDCMRCGQVLRAPKGQILLESYPLNAHCEWTIHAKPGFVIQLRFVMLSLEFDYMCQYDYVEVRDGDNRDGQIIKRVCGNERPAPIQSIGSSLHVLFHSDGSKNFDGFHAIYEEITACSSSPCFHDGTCVLDKAGSYKCACLAGYTGQRCENLLEERNCSDPGGPVNGYQKITGGPGLI.... Result: 0 (no interaction).